Dataset: Full USPTO retrosynthesis dataset with 1.9M reactions from patents (1976-2016). Task: Predict the reactants needed to synthesize the given product. (1) Given the product [CH2:1]([O:3][C:4]([C:6]1[NH:7][C:8]2[C:13]([C:14]=1[C:15]1[CH:20]=[CH:19][CH:18]=[CH:17][CH:16]=1)=[CH:12][C:11]([OH:21])=[CH:10][CH:9]=2)=[O:5])[CH3:2], predict the reactants needed to synthesize it. The reactants are: [CH2:1]([O:3][C:4]([C:6]1[NH:7][C:8]2[C:13]([C:14]=1[C:15]1[CH:20]=[CH:19][CH:18]=[CH:17][CH:16]=1)=[CH:12][C:11]([O:21]C)=[CH:10][CH:9]=2)=[O:5])[CH3:2].B(Br)(Br)Br.CCO. (2) The reactants are: Cl[C:2]1[CH:7]=[CH:6][N:5]2[N:8]=[CH:9][C:10]([C:11]([O:13][CH2:14][CH3:15])=[O:12])=[C:4]2[N:3]=1.[F:16][C:17]1[CH:22]=[CH:21][C:20]([F:23])=[CH:19][C:18]=1[C@H:24]1[CH2:28][CH2:27][CH2:26][NH:25]1.C(N(C(C)C)CC)(C)C.C(O)CCC. Given the product [F:16][C:17]1[CH:22]=[CH:21][C:20]([F:23])=[CH:19][C:18]=1[C@H:24]1[CH2:28][CH2:27][CH2:26][N:25]1[C:2]1[CH:7]=[CH:6][N:5]2[N:8]=[CH:9][C:10]([C:11]([O:13][CH2:14][CH3:15])=[O:12])=[C:4]2[N:3]=1, predict the reactants needed to synthesize it. (3) Given the product [CH3:14][C:15]([S@@:18](/[N:20]=[CH:8]/[C:7]1[CH:10]=[CH:11][C:4]([O:3][C:2]([F:13])([F:12])[F:1])=[CH:5][CH:6]=1)=[O:19])([CH3:17])[CH3:16], predict the reactants needed to synthesize it. The reactants are: [F:1][C:2]([F:13])([F:12])[O:3][C:4]1[CH:11]=[CH:10][C:7]([CH:8]=O)=[CH:6][CH:5]=1.[CH3:14][C:15]([S@@:18]([NH2:20])=[O:19])([CH3:17])[CH3:16].O. (4) Given the product [CH3:74][C:75]1[C:79]([CH3:80])=[C:78]([C:81]([N:37]2[CH2:38][CH2:39][C@H:34]([O:33][C:3]3[CH:2]=[CH:9][C:8]([C:10]4[N:15]=[C:14]([NH:16][C:17]5[CH:22]=[CH:21][C:20]([N:23]6[CH2:24][CH2:25][N:26]([CH:29]7[CH2:30][O:31][CH2:32]7)[CH2:27][CH2:28]6)=[CH:19][CH:18]=5)[N:13]=[CH:12][N:11]=4)=[CH:7][C:4]=3[C:5]#[N:6])[C@H:35]([F:40])[CH2:36]2)=[O:82])[NH:77][N:76]=1, predict the reactants needed to synthesize it. The reactants are: F[C:2]1[C:3]([O:33][C@H:34]2[CH2:39][CH2:38][NH:37][CH2:36][C@H:35]2[F:40])=[C:4]([CH:7]=[C:8]([C:10]2[N:15]=[C:14]([NH:16][C:17]3[CH:22]=[CH:21][C:20]([N:23]4[CH2:28][CH2:27][N:26]([CH:29]5[CH2:32][O:31][CH2:30]5)[CH2:25][CH2:24]4)=[CH:19][CH:18]=3)[N:13]=[CH:12][N:11]=2)[CH:9]=1)[C:5]#[N:6].CN(C(ON1N=NC2C=CC=NC1=2)=[N+](C)C)C.F[P-](F)(F)(F)(F)F.CCN(C(C)C)C(C)C.[CH3:74][C:75]1[C:79]([CH3:80])=[C:78]([C:81](O)=[O:82])[NH:77][N:76]=1. (5) Given the product [CH3:21][C:18]([CH3:19])([CH3:20])[C@H:17]([NH:22][C:23](=[O:31])[CH2:24][N:25]1[CH2:30][CH2:29][O:28][CH2:27][CH2:26]1)[C:16]([NH:15][C@@H:10]([CH2:11][CH:12]([CH3:14])[CH3:13])[C:9]([OH:33])=[O:8])=[O:32], predict the reactants needed to synthesize it. The reactants are: C([O:8][C:9](=[O:33])[C@@H:10]([NH:15][C:16](=[O:32])[C@@H:17]([NH:22][C:23](=[O:31])[CH2:24][N:25]1[CH2:30][CH2:29][O:28][CH2:27][CH2:26]1)[C:18]([CH3:21])([CH3:20])[CH3:19])[CH2:11][CH:12]([CH3:14])[CH3:13])C1C=CC=CC=1. (6) Given the product [CH2:12]([C:16]1([CH2:37][CH2:38][CH2:39][CH3:40])[CH2:22][N:21]([C:24]2[CH:29]=[CH:28][C:27]([O:30][CH3:31])=[CH:26][CH:25]=2)[C:20]2[CH:32]=[C:33]([F:36])[CH:34]=[CH:35][C:19]=2[S:18][CH2:17]1)[CH2:13][CH2:14][CH3:15], predict the reactants needed to synthesize it. The reactants are: S(=O)(=O)(O)O.[H-].[H-].[H-].[H-].[Li+].[Al+3].[CH2:12]([C:16]1([CH2:37][CH2:38][CH2:39][CH3:40])[C:22](=O)[N:21]([C:24]2[CH:29]=[CH:28][C:27]([O:30][CH3:31])=[CH:26][CH:25]=2)[C:20]2[CH:32]=[C:33]([F:36])[CH:34]=[CH:35][C:19]=2[S:18][CH2:17]1)[CH2:13][CH2:14][CH3:15].[OH-].[Na+].